Task: Regression. Given a target protein amino acid sequence and a drug SMILES string, predict the binding affinity score between them. We predict pIC50 (pIC50 = -log10(IC50 in M); higher means more potent). Dataset: bindingdb_ic50.. Dataset: Drug-target binding data from BindingDB using IC50 measurements (1) The small molecule is CCCCOc1cccc(OCCCC)c1CN. The target protein (Q9TRC7) has sequence MGRGTLALGWAGAALLLLQMLAAAERSPRTPGGKAGVFADLSAQELKAVHSFLWSQKELKLEPSGTLTMAKNSVFLIEMLLPKKQHVLKFLDKGHRRPVREARAVIFFGAQEQPNVTEFAVGPLPTPRYMRDLPPRPGHQVSWASRPISKAEYALLSHKLQEATQPLRQFFRRTTGSSFGDCHEQCLTFTDVAPRGLASGQRRTWFILQRQMPGYFLHPTGLELLVDHGSTNAQDWTVEQVWYNGKFYRSPEELAQKYNDGEVDVVILEDPLAKGKDGESLPEPALFSFYQPRGDFAVTMHGPHVVQPQGPRYSLEGNRVMYGGWSFAFRLRSSSGLQILDVHFGGERIAYEVSVQEAVALYGGHTPAGMQTKYIDVGWGLGSVTHELAPDIDCPETATFLDALHHYDADGPVLYPRALCLFEMPTGVPLRRHFNSNFSGGFNFYAGLKGQVLVLRTTSTVYNYDYIWDFIFYPNGVMEAKMHATGYVHATFYTPEGLRY.... The pIC50 is 3.0. (2) The target protein (Q9P0X4) has sequence MAESASPPSSSAAAPAAEPGVTTEQPGPRSPPSSPPGLEEPLDGADPHVPHPDLAPIAFFCLRQTTSPRNWCIKMVCNPWFECVSMLVILLNCVTLGMYQPCDDMDCLSDRCKILQVFDDFIFIFFAMEMVLKMVALGIFGKKCYLGDTWNRLDFFIVMAGMVEYSLDLQNINLSAIRTVRVLRPLKAINRVPSMRILVNLLLDTLPMLGNVLLLCFFVFFIFGIIGVQLWAGLLRNRCFLEENFTIQGDVALPPYYQPEEDDEMPFICSLSGDNGIMGCHEIPPLKEQGRECCLSKDDVYDFGAGRQDLNASGLCVNWNRYYNVCRTGSANPHKGAINFDNIGYAWIVIFQVITLEGWVEIMYYVMDAHSFYNFIYFILLIIVGSFFMINLCLVVIATQFSETKQREHRLMLEQRQRYLSSSTVASYAEPGDCYEEIFQYVCHILRKAKRRALGLYQALQSRRQALGPEAPAPAKPGPHAKEPRHYHGKTKGQGDEGRH.... The drug is CC(C)(C)C(F)CN1CCC(CNC(=O)c2cc(Cl)cc(Cl)c2)CC1. The pIC50 is 6.8. (3) The compound is O=C(CCN1C(=O)C2(OCCCO2)c2cc(Br)ccc21)Nc1ccc(C(=O)NO)cc1. The target protein (O15379) has sequence MAKTVAYFYDPDVGNFHYGAGHPMKPHRLALTHSLVLHYGLYKKMIVFKPYQASQHDMCRFHSEDYIDFLQRVSPTNMQGFTKSLNAFNVGDDCPVFPGLFEFCSRYTGASLQGATQLNNKICDIAINWAGGLHHAKKFEASGFCYVNDIVIGILELLKYHPRVLYIDIDIHHGDGVQEAFYLTDRVMTVSFHKYGNYFFPGTGDMYEVGAESGRYYCLNVPLRDGIDDQSYKHLFQPVINQVVDFYQPTCIVLQCGADSLGCDRLGCFNLSIRGHGECVEYVKSFNIPLLVLGGGGYTVRNVARCWTYETSLLVEEAISEELPYSEYFEYFAPDFTLHPDVSTRIENQNSRQYLDQIRQTIFENLKMLNHAPSVQIHDVPADLLTYDRTDEADAEERGPEENYSRPEAPNEFYDGDHDNDKESDVEI. The pIC50 is 7.6. (4) The target protein sequence is MGSSHHHHHHSSGLVPRGSHMSISRFGVNTENEDHLAKELEDLNKWGLNIFNVAGYSHNRPLTCIMYAIFQERDLLKTFRISSDTFITYMMTLEDHYHSDVAYHNSLHAADVAQSTHVLLSTPALDAVFTDLEILAAIFAAAIHDVDHPGVSNQFLINTNSELALMYNDESVLENHHLAVGFKLLQEEHCDIFMNLTKKQRQTLRKMVIDMVLATDMSKHMSLLADLKTMVETKKVTSSGVLLLDNYTDRIQVLRNMVHCADLSNPTKSLELYRQWTDRIMEEFFQQGDKERERGMEISPMCDKHTASVEKSQVGFIDYIVHPLWETWADLVQPDAQDILDTLEDNRNWYQSMIPQSPSPPLDEQNRDCQGLMEKFQFELTLDEEDSEGPEKEGEGHS. The pIC50 is 4.8. The compound is CCOC(=O)c1c(C)nn(-c2cccc3cccnc23)c1C. (5) The compound is COc1cc2c(cc1-c1c(C)noc1C)ncc1[nH]c(=O)n([C@H](C)c3ccccn3)c12. The target protein sequence is MSAESGPGTRLRNLPVMGDGLETSQMSTTQAQAQPQPANAASTNPPPPETSNPNKPKRQTNQLQYLLRVVLKTLWKHQFAWPFQQPVDAVKLNLPDYYKIIKTPMDMGTIKKRLENNYYWNAQECIQDFNTMFTNCYIYNKPGDDIVLMAEALEKLFLQKINELPTEETEIMIVQAKGRGRGRKETGTAKPGVSTVPNTTQASTPPQTQTPQPNPPPVQATPHPFPAVTPDLIVQTPVMTVVPPQPLQTPPPVPPQPQPPPAPAPQPVQSHPPIIAATPQPVKTKKGVKRKADTTTPTTIDPIHEPPSLPPEPKTTKLGQRRESSRPVKPPKKDVPDSQQHPAPEKSSKVSEQLKCCSGILKEMFAKKHAAYAWPFYKPVDVEALGLHDYCDIIKHPMDMSTIKSKLEAREYRDAQEFGADVRLMFSNCYKYNPPDHEVVAMARKLQDVFEMRFAKMPDEPEEPVVAVSSPAVPPPTKVVAPPSSSDSSSDSSSDSDSST.... The pIC50 is 7.5. (6) The small molecule is Cn1cc(C2=C(c3cn(CCCCSC(=N)N)c4ccccc34)C(=O)NC2=O)c2ccccc21. The target protein (P68403) has sequence MADPAAGPPPSEGEESTVRFARKGALRQKNVHEVKNHKFTARFFKQPTFCSHCTDFIWGFGKQGFQCQVCCFVVHKRCHEFVTFSCPGADKGPASDDPRSKHKFKIHTYSSPTFCDHCGSLLYGLIHQGMKCDTCMMNVHKRCVMNVPSLCGTDHTERRGRIYIQAHIDREVLIVVVRDAKNLVPMDPNGLSDPYVKLKLIPDPKSESKQKTKTIKCSLNPEWNETFRFQLKESDKDRRLSVEIWDWDLTSRNDFMGSLSFGISELQKAGVDGWFKLLSQEEGEYFNVPVPPEGSEGNEELRQKFERAKIGQGTKAPEEKTANTISKFDNNGNRDRMKLTDFNFLMVLGKGSFGKVMLSERKGTDELYAVKILKKDVVIQDDDVECTMVEKRVLALPGKPPFLTQLHSCFQTMDRLYFVMEYVNGGDLMYHIQQVGRFKEPHAVFYAAEIAIGLFFLQSKGIIYRDLKLDNVMLDSEGHIKIADFGMCKENIWDGVTTKT.... The pIC50 is 7.5.